From a dataset of Full USPTO retrosynthesis dataset with 1.9M reactions from patents (1976-2016). Predict the reactants needed to synthesize the given product. Given the product [CH3:24][O:23][C:20]1[CH:19]=[CH:18][C:17]([CH2:16][O:15][C:11]2[N:12]=[C:13]([C:36]3[CH:37]=[CH:38][CH:39]=[CH:33][C:34]=3[NH2:35])[CH:14]=[C:9]([N:12]3[CH2:13][CH2:41][O:44][CH2:10][CH2:11]3)[CH:10]=2)=[CH:22][CH:21]=1, predict the reactants needed to synthesize it. The reactants are: O.ClC1OC([C:9]2[CH:14]=[CH:13][N:12]=[C:11]([O:15][CH2:16][C:17]3[CH:22]=[CH:21][C:20]([O:23][CH3:24])=[CH:19][CH:18]=3)[CH:10]=2)CNC1.CC1(C)C(C)(C)OB([C:33]2[CH:39]=[CH:38][CH:37]=[CH:36][C:34]=2[NH2:35])O1.[C:41](=[O:44])([O-])[O-].[Na+].[Na+].